From a dataset of Forward reaction prediction with 1.9M reactions from USPTO patents (1976-2016). Predict the product of the given reaction. (1) Given the reactants [CH:1]1([S:4]([NH2:7])(=[O:6])=[O:5])[CH2:3][CH2:2]1.[H-].[Na+].[CH3:10][C:11]1([CH3:42])[C:20]2[C:15](=[C:16]([C:21](O)=[O:22])[CH:17]=[CH:18][CH:19]=2)[NH:14][CH:13]([C:24]2[CH:29]=[CH:28][CH:27]=[C:26]([N:30]3[CH2:35][CH2:34][N:33]([C:36]4[CH:41]=[CH:40][CH:39]=[CH:38][CH:37]=4)[CH2:32][CH2:31]3)[CH:25]=2)[CH2:12]1.C(N1C=CN=C1)(N1C=CN=C1)=O, predict the reaction product. The product is: [CH3:10][C:11]1([CH3:42])[C:20]2[C:15](=[C:16]([C:21]([NH:7][S:4]([CH:1]3[CH2:3][CH2:2]3)(=[O:6])=[O:5])=[O:22])[CH:17]=[CH:18][CH:19]=2)[NH:14][CH:13]([C:24]2[CH:29]=[CH:28][CH:27]=[C:26]([N:30]3[CH2:31][CH2:32][N:33]([C:36]4[CH:41]=[CH:40][CH:39]=[CH:38][CH:37]=4)[CH2:34][CH2:35]3)[CH:25]=2)[CH2:12]1. (2) Given the reactants [C:1]1([C:7](=[C:10]2[CH2:15][CH2:14][O:13][CH2:12][CH2:11]2)[C:8]#[N:9])[CH:6]=[CH:5][CH:4]=[CH:3][CH:2]=1.[ClH:16], predict the reaction product. The product is: [Cl-:16].[C:1]1([CH:7]([CH:10]2[CH2:15][CH2:14][O:13][CH2:12][CH2:11]2)[CH2:8][NH3+:9])[CH:2]=[CH:3][CH:4]=[CH:5][CH:6]=1. (3) Given the reactants [NH:1]1[CH2:5][CH2:4][CH:3]([C:6]2[CH:7]=[C:8]([NH:12][C:13]([N:15]3[C@@H:21]4[CH2:22][N:18]([CH2:19][CH2:20]4)[C:17]4[CH:23]=[CH:24][C:25]([C:27]5[CH:32]=[CH:31][CH:30]=[C:29]([C:33]([F:36])([F:35])[F:34])[CH:28]=5)=[N:26][C:16]3=4)=[O:14])[CH:9]=[CH:10][CH:11]=2)[CH2:2]1.[CH3:37][CH2:38][N:39](C(C)C)C(C)C.C(Cl)(=[O:48])C, predict the reaction product. The product is: [NH2:39][C:38](=[O:48])[CH2:37][N:1]1[CH2:5][CH2:4][CH:3]([C:6]2[CH:7]=[C:8]([NH:12][C:13]([N:15]3[C@@H:21]4[CH2:22][N:18]([CH2:19][CH2:20]4)[C:17]4[CH:23]=[CH:24][C:25]([C:27]5[CH:32]=[CH:31][CH:30]=[C:29]([C:33]([F:35])([F:34])[F:36])[CH:28]=5)=[N:26][C:16]3=4)=[O:14])[CH:9]=[CH:10][CH:11]=2)[CH2:2]1. (4) Given the reactants [CH3:1][N:2]1[C:7]2[CH:8]=[C:9]([C:11]3[CH:12]=[N:13][NH:14][CH:15]=3)[S:10][C:6]=2[C:5](=[O:16])[NH:4]C1(C)C.[ClH:19], predict the reaction product. The product is: [ClH:19].[ClH:19].[CH3:1][NH:2][C:7]1[CH:8]=[C:9]([C:11]2[CH:15]=[N:14][NH:13][CH:12]=2)[S:10][C:6]=1[C:5]([NH2:4])=[O:16]. (5) Given the reactants Br[C:2]1[CH:10]=[C:9]2[C:5]([CH2:6][O:7][C:8]2=[O:11])=[CH:4][CH:3]=1.P([O-])([O-])([O-])=O.[K+].[K+].[K+].[CH2:20]1COC[CH2:21]1, predict the reaction product. The product is: [CH2:20]([C:2]1[CH:10]=[C:9]2[C:5]([CH2:6][O:7][C:8]2=[O:11])=[CH:4][CH:3]=1)[CH3:21].